Dataset: Forward reaction prediction with 1.9M reactions from USPTO patents (1976-2016). Task: Predict the product of the given reaction. Given the reactants O=[C:2]([CH2:13][C:14]1[CH:19]=[CH:18][CH:17]=[CH:16][N:15]=1)[CH:3]([NH:5][C:6](=[O:12])[O:7][C:8]([CH3:11])([CH3:10])[CH3:9])[CH3:4].[NH2:20][C:21]1[C:26]([CH:27]=O)=[CH:25][N:24]=[CH:23][CH:22]=1.CCO.[OH-].[K+], predict the reaction product. The product is: [N:15]1[CH:16]=[CH:17][CH:18]=[CH:19][C:14]=1[C:13]1[C:2]([CH:3]([NH:5][C:6](=[O:12])[O:7][C:8]([CH3:11])([CH3:10])[CH3:9])[CH3:4])=[N:20][C:21]2[C:26]([CH:27]=1)=[CH:25][N:24]=[CH:23][CH:22]=2.